Dataset: Forward reaction prediction with 1.9M reactions from USPTO patents (1976-2016). Task: Predict the product of the given reaction. Given the reactants [C:1]([CH2:3][C:4]1([CH2:10][N:11]([C@@H:18]2[CH2:20][C@H:19]2[C:21]2[CH:26]=[CH:25][CH:24]=[CH:23][CH:22]=2)[C:12](=[O:17])[C:13]([F:16])([F:15])[F:14])[CH2:9][CH2:8][NH:7][CH2:6][CH2:5]1)#[N:2].[N:27]1[CH:32]=[CH:31][CH:30]=[C:29]([CH:33]=[O:34])[CH:28]=1.C(O[BH-](OC(=O)C)OC(=O)C)(=O)C.[Na+], predict the reaction product. The product is: [C:21]1([C@@H:19]2[CH2:20][C@H:18]2[NH:11][CH2:10][C:4]2([CH2:3][C:1]#[N:2])[CH2:9][CH2:8][N:7]([CH2:33][C:29]3[CH:28]=[N:27][CH:32]=[CH:31][CH:30]=3)[CH2:6][CH2:5]2)[CH:22]=[CH:23][CH:24]=[CH:25][CH:26]=1.[C:12]([OH:17])([C:13]([F:16])([F:15])[F:14])=[O:34].